From a dataset of Catalyst prediction with 721,799 reactions and 888 catalyst types from USPTO. Predict which catalyst facilitates the given reaction. (1) Reactant: [CH3:1][C:2]1[CH:3]([C:9]([O:11][CH2:12][CH3:13])=[O:10])[CH2:4][CH2:5][C:6](=O)[CH:7]=1.O.C([O-])=O.[NH4+:18]. Product: [NH2:18][CH:6]1[CH2:5][CH2:4][CH:3]([C:9]([O:11][CH2:12][CH3:13])=[O:10])[CH:2]([CH3:1])[CH2:7]1. The catalyst class is: 19. (2) Reactant: NC1C=C(Cl)C(C)=CC=1NC(C1C([N+]([O-])=O)=CNN=1)=O.[NH:21]1[C:32]2[C:24](=[CH:25][C:26]3[CH2:27][CH2:28][CH2:29][C:30]=3[CH:31]=2)[N:23]=[C:22]1[C:33]1[C:37]([NH2:38])=[CH:36][N:35]([CH:39]2[CH2:44][CH2:43][CH2:42][CH2:41][O:40]2)[N:34]=1.C(N(CC)CC)C.[CH3:52][N:53]1[CH2:58][CH2:57][N:56]([C:59](Cl)=[O:60])[CH2:55][CH2:54]1.[Cl-].[Na+].O.C(=O)(O)[O-].[Na+]. Product: [NH:23]1[C:24]2[C:32](=[CH:31][C:30]3[CH2:29][CH2:28][CH2:27][C:26]=3[CH:25]=2)[N:21]=[C:22]1[C:33]1[C:37]([NH:38][C:59]([N:56]2[CH2:57][CH2:58][N:53]([CH3:52])[CH2:54][CH2:55]2)=[O:60])=[CH:36][N:35]([CH:39]2[CH2:44][CH2:43][CH2:42][CH2:41][O:40]2)[N:34]=1. The catalyst class is: 30. (3) Reactant: [N+:1]([C:4]1[CH:9]=[CH:8][C:7]([OH:10])=[CH:6][C:5]=1[C:11]([F:14])([F:13])[F:12])([O-:3])=[O:2].CS(O[CH2:20][CH2:21][CH2:22][N:23]1[CH2:28][CH2:27][N:26]([C:29]([O:31][C:32]([CH3:35])([CH3:34])[CH3:33])=[O:30])[CH2:25][CH2:24]1)(=O)=O.C(=O)([O-])[O-].[Cs+].[Cs+]. Product: [N+:1]([C:4]1[CH:9]=[CH:8][C:7]([O:10][CH2:20][CH2:21][CH2:22][N:23]2[CH2:28][CH2:27][N:26]([C:29]([O:31][C:32]([CH3:33])([CH3:35])[CH3:34])=[O:30])[CH2:25][CH2:24]2)=[CH:6][C:5]=1[C:11]([F:12])([F:13])[F:14])([O-:3])=[O:2]. The catalyst class is: 44. (4) Product: [NH2:8][C@@H:9]([C:13]1[CH:14]=[N:15][C:16]([CH3:19])=[CH:17][CH:18]=1)[CH2:10][CH2:11][OH:12]. Reactant: C([N:8]([C@H](C1C=CC=CC=1)C)[C@@H:9]([C:13]1[CH:14]=[N:15][C:16]([CH3:19])=[CH:17][CH:18]=1)[CH2:10][CH2:11][OH:12])C1C=CC=CC=1.CC(O)=O.C([O-])=O.[NH4+]. The catalyst class is: 105. (5) Reactant: C(OC([N:8]1[CH2:13][CH2:12][N:11]([CH2:14][CH2:15][CH2:16][S:17](=[O:20])(=[O:19])[NH2:18])[CH2:10][CH2:9]1)=O)(C)(C)C.[ClH:21]. Product: [ClH:21].[ClH:21].[N:11]1([CH2:14][CH2:15][CH2:16][S:17]([NH2:18])(=[O:19])=[O:20])[CH2:12][CH2:13][NH:8][CH2:9][CH2:10]1. The catalyst class is: 71. (6) Reactant: [CH:1]1([C:6]2[CH:11]=[C:10]([C:12]3[C:24]4[C:23]([CH3:25])=[C:22]([CH3:26])[S:21][C:20]=4[CH:19]=[C:18]4[C:13]=3[CH:14]=[CH:15][CH:16]=[CH:17]4)[CH:9]=[CH:8][C:7]=2[O:27][C:28](=[O:30])[CH3:29])[CH2:5][CH2:4][CH2:3][CH2:2]1.[Br:31]Br. Product: [CH:1]1([C:6]2[CH:11]=[C:10]([C:12]3[C:24]4[C:23]([CH3:25])=[C:22]([CH3:26])[S:21][C:20]=4[C:19]([Br:31])=[C:18]4[C:13]=3[CH:14]=[CH:15][CH:16]=[CH:17]4)[CH:9]=[CH:8][C:7]=2[O:27][C:28](=[O:30])[CH3:29])[CH2:2][CH2:3][CH2:4][CH2:5]1. The catalyst class is: 2. (7) Reactant: [Cl:1][C:2]1[NH:10][C:9]2[C:8](=[O:11])[N:7]([CH2:12][CH2:13][CH2:14][NH:15]C(=O)OC(C)(C)C)[C:6](=[O:23])[N:5]([CH2:24][CH2:25][CH2:26][CH2:27][CH3:28])[C:4]=2[N:3]=1.Cl. Product: [ClH:1].[NH2:15][CH2:14][CH2:13][CH2:12][N:7]1[C:8](=[O:11])[C:9]2[NH:10][C:2]([Cl:1])=[N:3][C:4]=2[N:5]([CH2:24][CH2:25][CH2:26][CH2:27][CH3:28])[C:6]1=[O:23]. The catalyst class is: 12. (8) Reactant: Br[C:2]1[CH:14]=[CH:13][C:5]2[NH:6][C:7](=[O:12])[O:8][C:9]([CH3:11])([CH3:10])[C:4]=2[CH:3]=1.[Li]CCCC.CCCCCC.[B:26](OC(C)C)([O:31]C(C)C)[O:27]C(C)C. Product: [CH3:10][C:9]1([CH3:11])[C:4]2[CH:3]=[C:2]([B:26]([OH:31])[OH:27])[CH:14]=[CH:13][C:5]=2[NH:6][C:7](=[O:12])[O:8]1. The catalyst class is: 1. (9) Reactant: C([O:8][C:9](=[O:33])[C:10]1[CH:15]=[C:14]([Br:16])[C:13]([O:17][CH2:18][C:19]2[CH:24]=[CH:23][CH:22]=[CH:21][CH:20]=2)=[CH:12][C:11]=1[O:25][CH2:26][C:27]1[CH:32]=[CH:31][CH:30]=[CH:29][CH:28]=1)C1C=CC=CC=1.[Li+].[OH-].Cl. Product: [CH2:26]([O:25][C:11]1[CH:12]=[C:13]([O:17][CH2:18][C:19]2[CH:24]=[CH:23][CH:22]=[CH:21][CH:20]=2)[C:14]([Br:16])=[CH:15][C:10]=1[C:9]([OH:33])=[O:8])[C:27]1[CH:28]=[CH:29][CH:30]=[CH:31][CH:32]=1. The catalyst class is: 30.